Predict which catalyst facilitates the given reaction. From a dataset of Catalyst prediction with 721,799 reactions and 888 catalyst types from USPTO. Reactant: C[O-].[Na+].[NH2:4][C:5]1[CH:9]=[CH:8][NH:7][N:6]=1.[C:10](OC)(=[O:16])[CH2:11][C:12](OC)=[O:13]. Product: [N:7]1[N:6]2[C:10](=[O:16])[CH2:11][C:12](=[O:13])[NH:4][C:5]2=[CH:9][CH:8]=1. The catalyst class is: 5.